This data is from Forward reaction prediction with 1.9M reactions from USPTO patents (1976-2016). The task is: Predict the product of the given reaction. Given the reactants [CH:1]1([C:4]2[C:5]([NH:14][C@H:15]3[CH2:19][CH2:18][CH2:17][C@@H:16]3[NH:20][C:21](=[O:33])[C:22]3[CH:27]=[CH:26][CH:25]=[CH:24][C:23]=3[N:28]3[N:32]=[CH:31][CH:30]=[N:29]3)=[N:6][CH:7]=[C:8]([C:10]([F:13])([F:12])[F:11])[N:9]=2)C[CH2:2]1.ClC1C(N[C@H]2CCC[C@@H]2NC(=O)C2C=CC=CC=2N2N=CC=N2)=NC=C(C(F)(F)F)N=1.C(B1OC(C)(C)C(C)(C)O1)=C.[H][H], predict the reaction product. The product is: [CH2:1]([C:4]1[C:5]([NH:14][C@H:15]2[CH2:19][CH2:18][CH2:17][C@@H:16]2[NH:20][C:21](=[O:33])[C:22]2[CH:27]=[CH:26][CH:25]=[CH:24][C:23]=2[N:28]2[N:29]=[CH:30][CH:31]=[N:32]2)=[N:6][CH:7]=[C:8]([C:10]([F:12])([F:11])[F:13])[N:9]=1)[CH3:2].